Dataset: Forward reaction prediction with 1.9M reactions from USPTO patents (1976-2016). Task: Predict the product of the given reaction. (1) Given the reactants [CH:1]1[C:6]([C:7]2[CH:12]=[CH:11][C:10]3[C:13]([O:15][C:16](=[O:17])[C:9]=3[CH:8]=2)=[O:14])=[CH:5][C:4]2[C:18]([O:20][C:21](=[O:22])[C:3]=2[CH:2]=1)=[O:19].[CH:23]1[C:28]2[C:29]([O:31][C:32](=[O:33])[C:27]=2[CH:26]=[C:25]2[C:34]([O:36][C:37](=[O:38])[C:24]=12)=[O:35])=[O:30], predict the reaction product. The product is: [CH:26]1[C:25]2[C:34]([O:36][C:37](=[O:38])[C:24]=2[CH:23]=[C:28]2[C:29]([O:31][C:32](=[O:33])[C:27]=12)=[O:30])=[O:35].[CH:1]1[C:6]([C:7]2[CH:12]=[CH:11][C:10]3[C:13]([O:15][C:16](=[O:17])[C:9]=3[CH:8]=2)=[O:14])=[CH:5][C:4]2[C:18]([O:20][C:21](=[O:22])[C:3]=2[CH:2]=1)=[O:19]. (2) Given the reactants [OH:1][CH:2]([CH2:21][OH:22])[CH2:3][O:4][C:5]1[C:18]2[S:17][C:16]3[C:11](=[CH:12][CH:13]=[CH:14][CH:15]=3)[C:10](=[O:19])[C:9]=2[C:8]([F:20])=[CH:7][CH:6]=1.Cl[CH2:24][CH2:25][C:26](Cl)=[O:27].C(=O)([O-])[O-].[K+].[K+].[C:35]([C:39]1C=C(C)C=C(C(C)(C)C)[C:40]=1[OH:50])(C)(C)C, predict the reaction product. The product is: [C:26]([O:1][CH:2]([CH2:3][O:4][C:5]1[C:18]2[S:17][C:16]3[C:11](=[CH:12][CH:13]=[CH:14][CH:15]=3)[C:10](=[O:19])[C:9]=2[C:8]([F:20])=[CH:7][CH:6]=1)[CH2:21][O:22][C:40](=[O:50])[CH:39]=[CH2:35])(=[O:27])[CH:25]=[CH2:24]. (3) Given the reactants [CH3:1][N:2]1[C:10]2[C:5](=[CH:6][CH:7]=[C:8]([NH2:11])[CH:9]=2)[CH2:4][CH2:3]1.[N+]([C:15]1[CH:23]=[C:22]2[C:18]([CH2:19][CH2:20]N2)=[CH:17][CH:16]=1)([O-])=O.[CH2:24]=[O:25].C([BH3-])#N.[Na+].[Al](Cl)(Cl)Cl.O.O.O.O.O.O, predict the reaction product. The product is: [C:5]([C:15]1[CH:23]=[CH:22][C:18](/[CH:19]=[CH:20]/[C:24]([NH:11][C:8]2[CH:9]=[C:10]3[C:5]([CH2:4][CH2:3][N:2]3[CH3:1])=[CH:6][CH:7]=2)=[O:25])=[CH:17][CH:16]=1)([CH3:10])([CH3:6])[CH3:4]. (4) Given the reactants [Cl:1][C:2]1[CH:25]=[CH:24][C:5]([CH2:6][NH:7][C:8](=O)[CH2:9][CH2:10][C:11]2[CH:16]=[CH:15][C:14]([O:17][CH3:18])=[C:13]([O:19][CH2:20][C:21]#[CH:22])[CH:12]=2)=[CH:4][CH:3]=1.COC1C=CC(P2(SP(C3C=CC(OC)=CC=3)(=S)S2)=[S:35])=CC=1, predict the reaction product. The product is: [Cl:1][C:2]1[CH:25]=[CH:24][C:5]([CH2:6][NH:7][C:8](=[S:35])[CH2:9][CH2:10][C:11]2[CH:16]=[CH:15][C:14]([O:17][CH3:18])=[C:13]([O:19][CH2:20][C:21]#[CH:22])[CH:12]=2)=[CH:4][CH:3]=1. (5) Given the reactants [N:1]1[CH:6]=[CH:5][CH:4]=[C:3]([N:7]2[CH:11]=[C:10]([C:12]3[N:17]=[C:16]([S:18]([NH2:21])(=[O:20])=[O:19])[CH:15]=[CH:14][CH:13]=3)[CH:9]=[N:8]2)[CH:2]=1.[H-].[Na+].[C:24](Cl)(=[O:26])[CH3:25], predict the reaction product. The product is: [N:1]1[CH:6]=[CH:5][CH:4]=[C:3]([N:7]2[CH:11]=[C:10]([C:12]3[N:17]=[C:16]([S:18]([NH:21][C:24](=[O:26])[CH3:25])(=[O:19])=[O:20])[CH:15]=[CH:14][CH:13]=3)[CH:9]=[N:8]2)[CH:2]=1. (6) Given the reactants [NH:1]1[CH:9]=[C:7]([CH3:8])[C:5](=[O:6])[NH:4][C:2]1=[O:3].C/C(/O[Si](C)(C)C)=N\[Si](C)(C)C.[C:22]([O:30][CH2:31][C@@H:32]1[C:36]([O:38][C:39](=[O:41])[CH3:40])([CH3:37])[C@:35]([F:43])([CH3:42])[CH:34](OC(=O)C)[O:33]1)(=[O:29])[C:23]1C=CC=CC=1.Cl[Sn](Cl)(Cl)Cl.C(=O)(O)[O-].[Na+], predict the reaction product. The product is: [C:22]([O:30][CH2:31][C@@H:32]1[C:36]([O:38][C:39](=[O:41])[CH3:40])([CH3:37])[C@:35]([F:43])([CH3:42])[CH:34]([N:1]2[CH:9]=[C:7]([CH3:8])[C:5](=[O:6])[NH:4][C:2]2=[O:3])[O:33]1)(=[O:29])[CH3:23].